Dataset: Forward reaction prediction with 1.9M reactions from USPTO patents (1976-2016). Task: Predict the product of the given reaction. (1) Given the reactants Br[C:2]1[CH:3]=[C:4]([CH:25]=[CH:26][N:27]=1)[C:5]([NH:7][C:8]1[S:9][C:10]2[C:16]([C:17]3[CH:22]=[CH:21][CH:20]=[CH:19][CH:18]=3)=[CH:15][CH:14]=[C:13]([O:23][CH3:24])[C:11]=2[N:12]=1)=[O:6].[H-].[Na+].[CH3:30][OH:31], predict the reaction product. The product is: [CH3:30][O:31][C:2]1[CH:3]=[C:4]([CH:25]=[CH:26][N:27]=1)[C:5]([NH:7][C:8]1[S:9][C:10]2[C:16]([C:17]3[CH:22]=[CH:21][CH:20]=[CH:19][CH:18]=3)=[CH:15][CH:14]=[C:13]([O:23][CH3:24])[C:11]=2[N:12]=1)=[O:6]. (2) Given the reactants [CH3:1][O:2][C:3](=[O:10])[CH2:4][C@@H:5]([CH3:9])[C:6](O)=[O:7].CN(C=O)C.C(Cl)(=O)C(Cl)=O.[CH3:22][N:23]1[CH:27]=[CH:26][C:25]([NH2:28])=[N:24]1, predict the reaction product. The product is: [CH3:9][C@@H:5]([C:6]([NH:28][C:25]1[CH:26]=[CH:27][N:23]([CH3:22])[N:24]=1)=[O:7])[CH2:4][C:3]([O:2][CH3:1])=[O:10]. (3) Given the reactants [C:1]([O:5][C:6]([C:8]1[CH:16]=[C:15]([CH3:17])[C:11]([C:12]([OH:14])=[O:13])=[C:10]([NH:18][CH2:19][CH3:20])[C:9]=1[CH3:21])=[O:7])([CH3:4])([CH3:3])[CH3:2].C(N(CC)C(C)C)(C)C.Cl[C:32](Cl)([O:34]C(=O)OC(Cl)(Cl)Cl)Cl, predict the reaction product. The product is: [CH2:19]([N:18]1[C:10]2[C:9]([CH3:21])=[C:8]([C:6]([O:5][C:1]([CH3:4])([CH3:3])[CH3:2])=[O:7])[CH:16]=[C:15]([CH3:17])[C:11]=2[C:12](=[O:14])[O:13][C:32]1=[O:34])[CH3:20]. (4) Given the reactants Br[C:2]1[C:3]([NH:10][CH2:11][CH2:12][CH:13]2[CH2:18][CH2:17][CH2:16][CH2:15][CH2:14]2)=[N:4][C:5]([C:8]#[N:9])=[N:6][CH:7]=1.[CH2:19]([C:22]1[CH:27]=[CH:26][C:25]([CH2:28][OH:29])=[CH:24][CH:23]=1)[C:20]#[CH:21].C(N(CC)CC)C.[Cl-].[NH4+], predict the reaction product. The product is: [CH:13]1([CH2:12][CH2:11][N:10]2[C:3]3[N:4]=[C:5]([C:8]#[N:9])[N:6]=[CH:7][C:2]=3[CH:21]=[C:20]2[CH2:19][C:22]2[CH:23]=[CH:24][C:25]([CH2:28][OH:29])=[CH:26][CH:27]=2)[CH2:18][CH2:17][CH2:16][CH2:15][CH2:14]1. (5) Given the reactants [CH3:1][O:2][C:3](=[O:18])[CH2:4][C:5]1[CH:10]=[CH:9][C:8]([CH2:11][CH2:12][NH:13][S:14]([CH3:17])(=[O:16])=[O:15])=[CH:7][CH:6]=1.Br[CH2:20][C:21]1[CH:26]=[CH:25][C:24]([CH2:27][CH2:28][CH2:29][CH3:30])=[CH:23][CH:22]=1.C([O-])([O-])=O.[K+].[K+].Cl, predict the reaction product. The product is: [CH3:1][O:2][C:3](=[O:18])[CH2:4][C:5]1[CH:6]=[CH:7][C:8]([CH2:11][CH2:12][N:13]([CH2:20][C:21]2[CH:26]=[CH:25][C:24]([CH2:27][CH2:28][CH2:29][CH3:30])=[CH:23][CH:22]=2)[S:14]([CH3:17])(=[O:15])=[O:16])=[CH:9][CH:10]=1. (6) Given the reactants [CH3:1][O:2][CH2:3][O:4][CH:5]1[CH2:10][N:9]([CH3:11])[CH2:8][C:7]([NH2:18])([C:12]2[CH:17]=[CH:16][CH:15]=[CH:14][CH:13]=2)[CH2:6]1.[CH3:19][O:20][C:21]1[CH:29]=[C:28]([C:30]([F:33])([F:32])[F:31])[CH:27]=[C:26]([S:34][CH3:35])[C:22]=1[C:23](Cl)=[O:24], predict the reaction product. The product is: [CH3:19][O:20][C:21]1[CH:29]=[C:28]([C:30]([F:31])([F:32])[F:33])[CH:27]=[C:26]([S:34][CH3:35])[C:22]=1[C:23]([NH:18][C:7]1([C:12]2[CH:17]=[CH:16][CH:15]=[CH:14][CH:13]=2)[CH2:6][CH:5]([O:4][CH2:3][O:2][CH3:1])[CH2:10][N:9]([CH3:11])[CH2:8]1)=[O:24]. (7) Given the reactants C([O:3][C:4](=O)[C:5]1[C:10]([C:11]([F:14])([F:13])[F:12])=[CH:9][C:8]([C:15]2[CH:20]=[CH:19][C:18]([O:21][C:22]([F:25])([F:24])[F:23])=[CH:17][CH:16]=2)=[N:7][C:6]=1[CH:26]1[CH2:28][CH2:27]1)C.[H-].[Al+3].[Li+].[H-].[H-].[H-], predict the reaction product. The product is: [CH:26]1([C:6]2[C:5]([CH2:4][OH:3])=[C:10]([C:11]([F:12])([F:14])[F:13])[CH:9]=[C:8]([C:15]3[CH:20]=[CH:19][C:18]([O:21][C:22]([F:25])([F:23])[F:24])=[CH:17][CH:16]=3)[N:7]=2)[CH2:28][CH2:27]1. (8) Given the reactants [CH2:1]([O:8][C:9]1[C:10]([O:21][CH3:22])=[CH:11][C:12]([C:17]([CH3:20])([CH3:19])[CH3:18])=[C:13]([CH:16]=1)C=O)[C:2]1[CH:7]=[CH:6][CH:5]=[CH:4][CH:3]=1.[C:23](O)(=O)[CH2:24][C:25]([OH:27])=[O:26].N1CCCCC1.Cl, predict the reaction product. The product is: [CH2:1]([O:8][C:9]1[C:10]([O:21][CH3:22])=[CH:11][C:12]([C:17]([CH3:20])([CH3:18])[CH3:19])=[C:13](/[CH:23]=[CH:24]/[C:25]([OH:27])=[O:26])[CH:16]=1)[C:2]1[CH:3]=[CH:4][CH:5]=[CH:6][CH:7]=1.